This data is from Reaction yield outcomes from USPTO patents with 853,638 reactions. The task is: Predict the reaction yield, written as a fraction of the theoretical maximum amount of product (1.0 means a 100% yield; for example, 0.34 means a 34% yield). (1) The reactants are [C:1]1(=[O:14])[C:6]2=[CH:7][C:8]3[CH2:9][CH2:10][CH2:11][CH2:12][C:13]=3[N:5]2[CH2:4][CH2:3][NH:2]1.Br[C:16]1[CH:23]=[N:22][CH:21]=[C:20]([Br:24])[C:17]=1[CH:18]=[O:19].C1(P(C2C=CC=CC=2)C2C3OC4C(=CC=CC=4P(C4C=CC=CC=4)C4C=CC=CC=4)C(C)(C)C=3C=CC=2)C=CC=CC=1.C([O-])([O-])=O.[Cs+].[Cs+]. The catalyst is C1C=CC(/C=C/C(/C=C/C2C=CC=CC=2)=O)=CC=1.C1C=CC(/C=C/C(/C=C/C2C=CC=CC=2)=O)=CC=1.C1C=CC(/C=C/C(/C=C/C2C=CC=CC=2)=O)=CC=1.[Pd].[Pd].O1CCOCC1. The product is [Br:24][C:20]1[CH:21]=[N:22][CH:23]=[C:16]([N:2]2[CH2:3][CH2:4][N:5]3[C:13]4[CH2:12][CH2:11][CH2:10][CH2:9][C:8]=4[CH:7]=[C:6]3[C:1]2=[O:14])[C:17]=1[CH:18]=[O:19]. The yield is 0.400. (2) The reactants are [F:1][C:2]([F:8])([F:7])[C:3]([OH:6])([CH3:5])[CH3:4].[H-].[Na+].F[C:12]1[CH:13]=[CH:14][C:15]([C:18]#[N:19])=[N:16][CH:17]=1.C(=O)([O-])[O-].[Na+].[Na+]. The catalyst is CN(P(N(C)C)(N(C)C)=O)C. The product is [F:1][C:2]([F:8])([F:7])[C:3]([CH3:5])([CH3:4])[O:6][C:12]1[CH:13]=[CH:14][C:15]([C:18]#[N:19])=[N:16][CH:17]=1. The yield is 0.790. (3) The reactants are [NH2:1][C@H:2]1[CH2:7][CH2:6][CH2:5][N:4]([C:8]2[C:16]([F:17])=[CH:15][C:14]([C:18]([NH2:20])=[O:19])=[C:13]3[C:9]=2[C:10]([CH3:22])=[C:11]([CH3:21])[NH:12]3)[CH2:3]1.[C:23](O)(=[O:27])[C:24]#[C:25][CH3:26].CN(C(ON1N=NC2C=CC=NC1=2)=[N+](C)C)C.F[P-](F)(F)(F)(F)F.CCN(C(C)C)C(C)C. The catalyst is CN(C)C=O.C(OCC)(=O)C. The product is [C:23]([NH:1][C@H:2]1[CH2:7][CH2:6][CH2:5][N:4]([C:8]2[C:16]([F:17])=[CH:15][C:14]([C:18]([NH2:20])=[O:19])=[C:13]3[C:9]=2[C:10]([CH3:22])=[C:11]([CH3:21])[NH:12]3)[CH2:3]1)(=[O:27])[C:24]#[C:25][CH3:26]. The yield is 0.630. (4) The reactants are [C:1]([C:9]1[CH:14]=[CH:13][C:12]([C:15]2[N:20]=[C:19]([C:21]3[CH2:26][CH2:25][N:24]([C:27]([O:29][C:30]([CH3:33])([CH3:32])[CH3:31])=[O:28])[CH2:23][CH:22]=3)[CH:18]=[CH:17][C:16]=2[C:34](=[O:36])[NH2:35])=[CH:11][CH:10]=1)(=[O:8])[C:2]1[CH:7]=[CH:6][CH:5]=[CH:4][CH:3]=1. The catalyst is CO.[Pd]. The product is [C:30]([O:29][C:27]([N:24]1[CH2:25][CH2:26][CH:21]([C:19]2[CH:18]=[CH:17][C:16]([C:34](=[O:36])[NH2:35])=[C:15]([C:12]3[CH:13]=[CH:14][C:9]([CH:1]([OH:8])[C:2]4[CH:7]=[CH:6][CH:5]=[CH:4][CH:3]=4)=[CH:10][CH:11]=3)[N:20]=2)[CH2:22][CH2:23]1)=[O:28])([CH3:33])([CH3:31])[CH3:32]. The yield is 0.620. (5) The reactants are [CH3:1][O:2][C:3]1[CH:17]=[CH:16][C:6]([C:7]([N:9]2[CH2:14][CH2:13][NH:12][C:11](=[O:15])[CH2:10]2)=[O:8])=[CH:5][C:4]=1[C:18]#[C:19][C:20]1[CH:25]=[CH:24][CH:23]=[CH:22][N:21]=1.C[Si]([N-][Si](C)(C)C)(C)C.[K+].[C:36]1([CH3:42])[CH:41]=[CH:40][CH:39]=[CH:38][CH:37]=1.C1C=CC(CBr)=CC=1. The catalyst is CN(C=O)C. The product is [CH2:42]([N:12]1[CH2:13][CH2:14][N:9]([C:7](=[O:8])[C:6]2[CH:16]=[CH:17][C:3]([O:2][CH3:1])=[C:4]([C:18]#[C:19][C:20]3[CH:25]=[CH:24][CH:23]=[CH:22][N:21]=3)[CH:5]=2)[CH2:10][C:11]1=[O:15])[C:36]1[CH:41]=[CH:40][CH:39]=[CH:38][CH:37]=1. The yield is 0.470. (6) The reactants are [Br:1][CH2:2][C:3]1[CH:11]=[CH:10][CH:9]=[C:8]([CH3:12])[C:4]=1[C:5](Br)=[O:6].[CH3:13][OH:14]. The catalyst is CCCCCCC. The product is [Br:1][CH2:2][C:3]1[CH:11]=[CH:10][CH:9]=[C:8]([CH3:12])[C:4]=1[C:5]([O:14][CH3:13])=[O:6]. The yield is 0.988.